This data is from Reaction yield outcomes from USPTO patents with 853,638 reactions. The task is: Predict the reaction yield, written as a fraction of the theoretical maximum amount of product (1.0 means a 100% yield; for example, 0.34 means a 34% yield). (1) The reactants are [Cl:1][C:2]1[CH:3]=[C:4](B2OC(C)(C)C(C)(C)O2)[CH:5]=[C:6]2[C:11]=1[N:10]([CH3:12])[C:9](=[O:13])[CH2:8][CH2:7]2.Br[C:24]1[C:33]2[CH2:32][CH2:31][CH2:30][CH:29]([NH:34][S:35]([CH2:38][CH3:39])(=[O:37])=[O:36])[C:28]=2[CH:27]=[N:26][CH:25]=1. No catalyst specified. The product is [Cl:1][C:2]1[CH:3]=[C:4]([C:24]2[C:33]3[CH2:32][CH2:31][CH2:30][CH:29]([NH:34][S:35]([CH2:38][CH3:39])(=[O:37])=[O:36])[C:28]=3[CH:27]=[N:26][CH:25]=2)[CH:5]=[C:6]2[C:11]=1[N:10]([CH3:12])[C:9](=[O:13])[CH2:8][CH2:7]2. The yield is 0.350. (2) The reactants are [O:1]1[C:5]2([CH2:10][CH2:9][C@@H:8]([C:11]([O:13]C)=[O:12])[C@H:7]([C:15]([O:17][CH3:18])=[O:16])[CH2:6]2)[O:4][CH2:3][CH2:2]1. The yield is 0.775. The product is [CH3:18][O:17][C:15]([C@H:7]1[C@H:8]([C:11]([OH:13])=[O:12])[CH2:9][CH2:10][C:5]2([O:4][CH2:3][CH2:2][O:1]2)[CH2:6]1)=[O:16]. The catalyst is P([O-])([O-])([O-])=O.CS(C)=O.CCOC(C)=O. (3) The reactants are [OH:1][C:2]1[N:9]=[C:8]([CH3:10])[CH:7]=[C:6](O)[C:3]=1[C:4]#[N:5].P(Cl)(Cl)([Cl:14])=O. The catalyst is C(#N)C.[Cl-].C([N+](CC)(CC)CC)C1C=CC=CC=1. The product is [Cl:14][C:6]1[C:3]([C:4]#[N:5])=[C:2]([OH:1])[N:9]=[C:8]([CH3:10])[CH:7]=1. The yield is 0.480.